Dataset: Reaction yield outcomes from USPTO patents with 853,638 reactions. Task: Predict the reaction yield, written as a fraction of the theoretical maximum amount of product (1.0 means a 100% yield; for example, 0.34 means a 34% yield). The reactants are [N:1]1([C:6](N2C=CN=C2)=[S:7])C=CN=[CH:2]1.[N:13]1([C:19]([O:21][C:22]([CH3:25])([CH3:24])[CH3:23])=[O:20])[CH2:18][CH2:17][NH:16][CH2:15][CH2:14]1.C[NH:27]N. The catalyst is ClCCl. The product is [CH3:2][N:1]([C:6]([N:16]1[CH2:17][CH2:18][N:13]([C:19]([O:21][C:22]([CH3:25])([CH3:24])[CH3:23])=[O:20])[CH2:14][CH2:15]1)=[S:7])[NH2:27]. The yield is 0.726.